From a dataset of Forward reaction prediction with 1.9M reactions from USPTO patents (1976-2016). Predict the product of the given reaction. (1) Given the reactants [F:1][C:2]1[CH:11]=[CH:10][CH:9]=[C:8]2[C:3]=1[CH:4]=[C:5]([C:24]1[CH:29]=[CH:28][CH:27]=[CH:26][C:25]=1SC)[C:6]([CH2:12][N:13]1[C:21](=[O:22])[C:20]3[C:15](=[CH:16][CH:17]=[CH:18][CH:19]=3)[C:14]1=[O:23])=[N:7]2.O.O[O:34][S:35]([O-:37])=O.[K+].[CH2:39](Cl)Cl, predict the reaction product. The product is: [F:1][C:2]1[CH:11]=[CH:10][CH:9]=[C:8]2[C:3]=1[CH:4]=[C:5]([C:24]1[CH:29]=[CH:28][CH:27]=[CH:26][C:25]=1[S:35]([CH3:39])(=[O:37])=[O:34])[C:6]([CH2:12][N:13]1[C:14](=[O:23])[C:15]3[C:20](=[CH:19][CH:18]=[CH:17][CH:16]=3)[C:21]1=[O:22])=[N:7]2. (2) Given the reactants [CH:1]1([NH:6][C:7]2[CH:8]=[C:9]([Cl:23])[CH:10]=[C:11]3[C:15]=2[NH:14][C:13]([C:16]2[CH:21]=[CH:20][C:19]([NH2:22])=[CH:18][CH:17]=2)=[CH:12]3)[CH2:5][CH2:4][CH2:3][CH2:2]1.[CH3:24][S:25](Cl)(=[O:27])=[O:26], predict the reaction product. The product is: [Cl:23][C:9]1[CH:10]=[C:11]2[C:15](=[C:7]([NH:6][CH:1]3[CH2:5][CH2:4][CH2:3][CH2:2]3)[CH:8]=1)[NH:14][C:13]([C:16]1[CH:17]=[CH:18][C:19]([NH:22][S:25]([CH3:24])(=[O:27])=[O:26])=[CH:20][CH:21]=1)=[CH:12]2.